Predict which catalyst facilitates the given reaction. From a dataset of Catalyst prediction with 721,799 reactions and 888 catalyst types from USPTO. (1) The catalyst class is: 1. Product: [N+:50]([C:53]1[CH:54]=[N:55][N:56]([CH:11]2[CH2:12][CH2:13][N:8]([C:1]([O:3][C:4]([CH3:7])([CH3:6])[CH3:5])=[O:2])[CH2:9][CH2:10]2)[CH:57]=1)([O-:52])=[O:51]. Reactant: [C:1]([N:8]1[CH2:13][CH2:12][CH:11](O)[CH2:10][CH2:9]1)([O:3][C:4]([CH3:7])([CH3:6])[CH3:5])=[O:2].C1(P(C2C=CC=CC=2)C2C=CC=CC=2)C=CC=CC=1.N(C(OC(C)(C)C)=O)=NC(OC(C)(C)C)=O.[N+:50]([C:53]1[CH:54]=[N:55][NH:56][CH:57]=1)([O-:52])=[O:51]. (2) Reactant: [F:1][CH:2]([F:16])[CH2:3][O:4][C:5]1[N:6]=[C:7]([CH3:15])[C:8]([C:11]([O:13]C)=[O:12])=[N:9][CH:10]=1. Product: [F:16][CH:2]([F:1])[CH2:3][O:4][C:5]1[N:6]=[C:7]([CH3:15])[C:8]([C:11]([OH:13])=[O:12])=[N:9][CH:10]=1. The catalyst class is: 89.